This data is from Full USPTO retrosynthesis dataset with 1.9M reactions from patents (1976-2016). The task is: Predict the reactants needed to synthesize the given product. (1) The reactants are: [F:1][C:2]1[CH:7]=[CH:6][CH:5]=[CH:4][C:3]=1[N:8]1[CH:12]=[C:11]([C:13](O)=[O:14])[C:10]([CH2:16][O:17][CH3:18])=[N:9]1.CCOCC. Given the product [F:1][C:2]1[CH:7]=[CH:6][CH:5]=[CH:4][C:3]=1[N:8]1[CH:12]=[C:11]([CH2:13][OH:14])[C:10]([CH2:16][O:17][CH3:18])=[N:9]1, predict the reactants needed to synthesize it. (2) Given the product [N:1]1([C:6]2[CH:13]=[CH:12][C:9]([CH:10]([O:11][CH3:14])[C:20]([O-:21])=[O:18])=[CH:8][CH:7]=2)[CH:5]=[CH:4][CH:3]=[N:2]1.[K+:19], predict the reactants needed to synthesize it. The reactants are: [N:1]1([C:6]2[CH:13]=[CH:12][C:9]([CH:10]=[O:11])=[CH:8][CH:7]=2)[CH:5]=[CH:4][CH:3]=[N:2]1.[CH:14](Br)(Br)Br.[OH-:18].[K+:19].[CH3:20][OH:21]. (3) Given the product [Cl:11][C:12]1[CH:19]=[CH:18][CH:17]=[C:16]([Cl:20])[C:13]=1[C:14]1[NH:1][N:2]=[C:3]([C:5]2[CH:10]=[CH:9][CH:8]=[CH:7][N:6]=2)[N:4]=1, predict the reactants needed to synthesize it. The reactants are: [NH2:1][NH:2][C:3]([C:5]1[CH:10]=[CH:9][CH:8]=[CH:7][N:6]=1)=[NH:4].[Cl:11][C:12]1[CH:19]=[CH:18][CH:17]=[C:16]([Cl:20])[C:13]=1[CH:14]=O. (4) The reactants are: [NH2:1][C:2]1[CH:3]=[C:4]([C:9]([O:12][CH3:13])=[CH:10][N:11]=1)[C:5]([O:7][CH3:8])=[O:6].Br[CH:15]([CH2:22][CH:23]1[CH2:28][CH2:27][C:26]([F:30])([F:29])[CH2:25][CH2:24]1)[C:16](=O)[C:17]([F:20])([F:19])[F:18]. Given the product [F:29][C:26]1([F:30])[CH2:27][CH2:28][CH:23]([CH2:22][C:15]2[N:11]3[CH:10]=[C:9]([O:12][CH3:13])[C:4]([C:5]([O:7][CH3:8])=[O:6])=[CH:3][C:2]3=[N:1][C:16]=2[C:17]([F:18])([F:19])[F:20])[CH2:24][CH2:25]1, predict the reactants needed to synthesize it. (5) Given the product [CH2:20]([CH:27]1[CH2:28][CH2:29][N:30]([C:33]2[N:34]=[CH:35][N:36]=[C:37]([NH:39][NH:40][C:5](=[O:7])[CH2:4][CH:1]3[CH2:2][CH2:3]3)[CH:38]=2)[CH2:31][CH2:32]1)[C:21]1[CH:22]=[CH:23][CH:24]=[CH:25][CH:26]=1, predict the reactants needed to synthesize it. The reactants are: [CH:1]1([CH2:4][C:5]([OH:7])=O)[CH2:3][CH2:2]1.C1N=CN(C(N2C=NC=C2)=O)C=1.[CH2:20]([CH:27]1[CH2:32][CH2:31][N:30]([C:33]2[CH:38]=[C:37]([NH:39][NH2:40])[N:36]=[CH:35][N:34]=2)[CH2:29][CH2:28]1)[C:21]1[CH:26]=[CH:25][CH:24]=[CH:23][CH:22]=1. (6) Given the product [ClH:32].[NH2:8][CH2:9][C@H:10]1[CH2:19][CH2:18][C:17]2[C:12](=[CH:13][CH:14]=[C:15]([O:20][C:21]3[CH:31]=[CH:30][CH:29]=[CH:28][C:22]=3[C:23]([O:25][CH2:26][CH3:27])=[O:24])[CH:16]=2)[O:11]1, predict the reactants needed to synthesize it. The reactants are: C(OC([NH:8][CH2:9][C@H:10]1[CH2:19][CH2:18][C:17]2[C:12](=[CH:13][CH:14]=[C:15]([O:20][C:21]3[CH:31]=[CH:30][CH:29]=[CH:28][C:22]=3[C:23]([O:25][CH2:26][CH3:27])=[O:24])[CH:16]=2)[O:11]1)=O)(C)(C)C.[ClH:32].C(OCC)C.